From a dataset of Retrosynthesis with 50K atom-mapped reactions and 10 reaction types from USPTO. Predict the reactants needed to synthesize the given product. (1) The reactants are: Nc1ccc2[nH]c(=S)oc2c1.O=C(O)CN1CCC(Cc2ccccc2)CC1. Given the product O=C(CN1CCC(Cc2ccccc2)CC1)Nc1ccc2[nH]c(=S)oc2c1, predict the reactants needed to synthesize it. (2) Given the product CC(C)(C)OC(=O)N1CCN(C(=O)c2ccc(-c3ccccc3Cl)o2)C(COc2cccnc2)C1, predict the reactants needed to synthesize it. The reactants are: CC(C)(C)OC(=O)N1CCN(C(=O)c2ccc(Br)o2)C(COc2cccnc2)C1.OB(O)c1ccccc1Cl. (3) Given the product Cc1ncc(C)n2nc(CCc3ccc4ccc5c(c4n3)NCCO5)nc12, predict the reactants needed to synthesize it. The reactants are: CC(=O)N1CCOc2ccc3ccc(CCc4nc5c(C)ncc(C)n5n4)nc3c21. (4) The reactants are: CNN.FC(F)(F)c1cc(Cl)nc(C(F)(F)F)c1. Given the product CN(N)c1cc(C(F)(F)F)cc(C(F)(F)F)n1, predict the reactants needed to synthesize it. (5) Given the product CCC(=O)c1cc(NC(=O)Nc2ccc(OC)c(OC)c2)ccc1OCc1ccc(C(C)(C)C)cc1, predict the reactants needed to synthesize it. The reactants are: CCC(=O)c1cc(N)ccc1OCc1ccc(C(C)(C)C)cc1.COc1ccc(N=C=O)cc1OC.